Dataset: Reaction yield outcomes from USPTO patents with 853,638 reactions. Task: Predict the reaction yield, written as a fraction of the theoretical maximum amount of product (1.0 means a 100% yield; for example, 0.34 means a 34% yield). (1) The reactants are [C:1]([OH:14])(=[O:13])/[CH:2]=[CH:3]/[C:4]1[CH:12]=[CH:11][C:9]([OH:10])=[C:6]([O:7][CH3:8])[CH:5]=1.[C:15]1(P([C:16]2[CH:15]=CC=[CH:18][CH:17]=2)[C:16]2[CH:15]=CC=[CH:18][CH:17]=2)C=C[CH:18]=[CH:17][CH:16]=1.C(Br)(Br)(Br)[Br:35]. The catalyst is C1COCC1. The product is [Br:35][CH2:18][CH2:17][CH2:16][CH2:15][O:13][C:1](=[O:14])/[CH:2]=[CH:3]/[C:4]1[CH:12]=[CH:11][C:9]([OH:10])=[C:6]([O:7][CH3:8])[CH:5]=1. The yield is 0.460. (2) The catalyst is CN(C=O)C.C(Cl)Cl. The product is [CH3:2][O:3][C:4]([CH2:6][NH:7][C:8]1[N:13]=[CH:12][C:11](/[CH:14]=[CH:15]/[C:16]([N:30]([CH3:31])[CH2:29][C:28]2[C:27]3[C:22](=[CH:23][CH:24]=[CH:25][CH:26]=3)[NH:21][C:20]=2[CH3:19])=[O:18])=[CH:10][CH:9]=1)=[O:5]. The reactants are Cl.[CH3:2][O:3][C:4]([CH2:6][NH:7][C:8]1[N:13]=[CH:12][C:11](/[CH:14]=[CH:15]/[C:16]([OH:18])=O)=[CH:10][CH:9]=1)=[O:5].[CH3:19][C:20]1[NH:21][C:22]2[C:27]([C:28]=1[CH2:29][NH:30][CH3:31])=[CH:26][CH:25]=[CH:24][CH:23]=2.CCN(CC)CC.C1C=CC2N(O)N=NC=2C=1.O.C(Cl)CCl. The yield is 0.730. (3) The reactants are [CH2:1](OC1CCCCO1)[CH2:2][CH2:3][CH2:4][CH2:5][C:6]#[C:7][CH2:8][CH2:9][CH2:10][CH2:11][CH2:12][CH2:13][CH3:14].N1C2C(=CC=CC=2)C=CC=1.C1(P(C2C=CC=CC=2)C2C=CC=CC=2)C=CC=CC=1.[Br-:51].[Br-].C1(P(C2C=CC=CC=2)C2C=CC=CC=2)C=CC=CC=1. The catalyst is [Pd].CC([O-])=O.CC([O-])=O.[Pb+2]. The product is [Br:51][CH2:1][CH2:2][CH2:3][CH2:4][CH2:5]/[CH:6]=[CH:7]\[CH2:8][CH2:9][CH2:10][CH2:11][CH2:12][CH2:13][CH3:14]. The yield is 0.810. (4) The reactants are [NH2:1][C:2]1[CH:3]=[C:4]([C:8]2[C:16]3[C:11](=[CH:12][CH:13]=[C:14]([C:17]([NH2:19])=[O:18])[CH:15]=3)[N:10](C3CCCCO3)[N:9]=2)[CH:5]=[CH:6][CH:7]=1.[F:26][C:27]1[CH:32]=[CH:31][CH:30]=[CH:29][C:28]=1[CH2:33][C:34](O)=[O:35].CCN=C=NCCCN(C)C. No catalyst specified. The product is [F:26][C:27]1[CH:32]=[CH:31][CH:30]=[CH:29][C:28]=1[CH2:33][C:34]([NH:1][C:2]1[CH:3]=[C:4]([C:8]2[C:16]3[C:11](=[CH:12][CH:13]=[C:14]([C:17]([NH2:19])=[O:18])[CH:15]=3)[NH:10][N:9]=2)[CH:5]=[CH:6][CH:7]=1)=[O:35]. The yield is 0.120. (5) The reactants are [CH3:1][CH:2]([NH2:4])[CH3:3].Cl[CH2:6][C:7]([O:9][CH2:10][CH3:11])=[O:8]. The catalyst is C1(C)C=CC=CC=1. The product is [CH:2]([NH:4][CH2:6][C:7]([O:9][CH2:10][CH3:11])=[O:8])([CH3:3])[CH3:1]. The yield is 0.510. (6) The reactants are [NH2:1][C:2]([CH3:6])([CH3:5])[CH2:3][OH:4].[C:7]1([N:13]=[C:14]=[S:15])[CH:12]=[CH:11][CH:10]=[CH:9][CH:8]=1. The catalyst is C(Cl)(Cl)Cl. The product is [OH:4][CH2:3][C:2]([NH:1][C:14]([NH:13][C:7]1[CH:12]=[CH:11][CH:10]=[CH:9][CH:8]=1)=[S:15])([CH3:6])[CH3:5]. The yield is 0.600. (7) The catalyst is C(Cl)(Cl)Cl. The reactants are [Br:1][C:2]1[CH:7]=[CH:6][CH:5]=[CH:4][C:3]=1[CH2:8][N:9]1[C:14](=[O:15])[C:13]([C:16]([NH:18][CH2:19][C:20]([O:22]CC)=[O:21])=[O:17])=[C:12]([OH:25])[C:11]([C:26]([O:28]C)=O)=[C:10]1[OH:30].[CH2:31]([NH2:35])[CH2:32][CH2:33][CH3:34].Cl. The product is [Br:1][C:2]1[CH:7]=[CH:6][CH:5]=[CH:4][C:3]=1[CH2:8][N:9]1[C:10]([OH:30])=[C:11]([C:26]([NH:35][CH2:31][CH2:32][CH2:33][CH3:34])=[O:28])[C:12]([OH:25])=[C:13]([C:16]([NH:18][CH2:19][C:20]([OH:22])=[O:21])=[O:17])[C:14]1=[O:15]. The yield is 0.698. (8) The reactants are Cl.[CH2:2]1[C:5]2([CH2:10][CH2:9][NH:8][CH2:7][CH2:6]2)[CH2:4][N:3]1[C:11]([O:13][C:14]([CH3:17])([CH3:16])[CH3:15])=[O:12].C([N:20]([CH2:23][CH3:24])[CH2:21][CH3:22])C.[C:25]([OH:28])(=O)[CH3:26].CN([C:32]([O:36]N1N=NC2C=CC=NC1=2)=[N+](C)C)C.F[P-](F)(F)(F)(F)F.Cl[CH2:54]Cl. No catalyst specified. The product is [CH3:32][O:36][C:22]1[CH:54]=[CH:24][C:23]([CH2:26][C:25]([N:8]2[CH2:7][CH2:6][C:5]3([CH2:4][N:3]([C:11]([O:13][C:14]([CH3:17])([CH3:16])[CH3:15])=[O:12])[CH2:2]3)[CH2:10][CH2:9]2)=[O:28])=[N:20][CH:21]=1. The yield is 0.960.